From a dataset of Forward reaction prediction with 1.9M reactions from USPTO patents (1976-2016). Predict the product of the given reaction. (1) Given the reactants C(OC([N:8]1[CH2:13][CH2:12][CH2:11][CH2:10][CH:9]1[CH2:14][C:15]1[O:16][C:17]2[CH:23]=[CH:22][CH:21]=[CH:20][C:18]=2[N:19]=1)=O)(C)(C)C.FC(F)(F)C(O)=O.C(=O)([O-])[O-].[K+].[K+], predict the reaction product. The product is: [NH:8]1[CH2:13][CH2:12][CH2:11][CH2:10][CH:9]1[CH2:14][C:15]1[O:16][C:17]2[CH:23]=[CH:22][CH:21]=[CH:20][C:18]=2[N:19]=1. (2) Given the reactants [Cl:1][C:2]1[C:7]([NH2:8])=[CH:6][C:5]([C:9]2[C:10]([CH3:15])=[N:11][O:12][C:13]=2[CH3:14])=[CH:4][N:3]=1.Br[C:17]1[CH:18]=[C:19]([CH:22]=[CH:23][CH:24]=1)[CH:20]=[O:21].C(=O)([O-])[O-].[Cs+].[Cs+], predict the reaction product. The product is: [Cl:1][C:2]1[C:7]([NH:8][C:17]2[CH:18]=[C:19]([CH:22]=[CH:23][CH:24]=2)[CH:20]=[O:21])=[CH:6][C:5]([C:9]2[C:10]([CH3:15])=[N:11][O:12][C:13]=2[CH3:14])=[CH:4][N:3]=1. (3) Given the reactants [F:1][C:2]1[CH:7]=[CH:6][C:5]([OH:8])=[CH:4][N:3]=1.C(=O)([O-])[O-].[Na+].[Na+].[I:15]I, predict the reaction product. The product is: [F:1][C:2]1[N:3]=[C:4]([I:15])[C:5]([OH:8])=[CH:6][CH:7]=1. (4) Given the reactants [CH2:1]([C@@H:4]1[CH2:8][O:7][C:6](=[O:9])[NH:5]1)[C:2]#[CH:3].C([O-])([O-])=O.[Cs+].[Cs+].[CH2:16](Br)[CH:17]=[CH2:18], predict the reaction product. The product is: [CH2:18]([N:5]1[C@H:4]([CH2:1][C:2]#[CH:3])[CH2:8][O:7][C:6]1=[O:9])[CH:17]=[CH2:16]. (5) Given the reactants Br[C:2]1[CH:3]=[C:4]([F:10])[C:5]([F:9])=[C:6]([F:8])[CH:7]=1.[OH:11][C:12]1[CH:13]=[C:14](B(O)O)[CH:15]=[CH:16][CH:17]=1.C([O-])([O-])=O.[Na+].[Na+], predict the reaction product. The product is: [F:8][C:6]1[CH:7]=[C:2]([C:16]2[CH:15]=[CH:14][CH:13]=[C:12]([OH:11])[CH:17]=2)[CH:3]=[C:4]([F:10])[C:5]=1[F:9]. (6) Given the reactants [F:1][C:2]1[CH:10]=[CH:9][C:8]([CH2:11][C:12]2[C:21]3[C:16](=[CH:17][CH:18]=[CH:19][CH:20]=3)[C:15](=[O:22])[NH:14][N:13]=2)=[CH:7][C:3]=1[C:4](O)=[O:5].F[P-](F)(F)(F)(F)F.N1(OC(N(C)C)=[N+](C)C)C2C=CC=CC=2N=N1.[F:47][C:48]([F:60])([F:59])[CH2:49][C:50]1[N:54]2[CH2:55][CH2:56][NH:57][CH2:58][C:53]2=[N:52][N:51]=1.C(N(CC)C(C)C)(C)C, predict the reaction product. The product is: [F:1][C:2]1[CH:10]=[CH:9][C:8]([CH2:11][C:12]2[C:21]3[C:16](=[CH:17][CH:18]=[CH:19][CH:20]=3)[C:15](=[O:22])[NH:14][N:13]=2)=[CH:7][C:3]=1[C:4]([N:57]1[CH2:56][CH2:55][N:54]2[C:50]([CH2:49][C:48]([F:47])([F:59])[F:60])=[N:51][N:52]=[C:53]2[CH2:58]1)=[O:5]. (7) Given the reactants [Cl:1][C:2]1[CH:3]=[C:4]([CH:8]2[C:13]([C:14]([OH:16])=O)=[C:12]([CH3:17])[NH:11][C:10](=[O:18])[NH:9]2)[CH:5]=[CH:6][CH:7]=1.[NH2:19][CH2:20][CH2:21][CH2:22][N:23]1[CH:27]=[CH:26][N:25]=[CH:24]1.CCN=C=NCCCN(C)C.Cl, predict the reaction product. The product is: [N:23]1([CH2:22][CH2:21][CH2:20][NH:19][C:14]([C:13]2[CH:8]([C:4]3[CH:5]=[CH:6][CH:7]=[C:2]([Cl:1])[CH:3]=3)[NH:9][C:10](=[O:18])[NH:11][C:12]=2[CH3:17])=[O:16])[CH:27]=[CH:26][N:25]=[CH:24]1.